This data is from Full USPTO retrosynthesis dataset with 1.9M reactions from patents (1976-2016). The task is: Predict the reactants needed to synthesize the given product. (1) Given the product [CH3:1][C:2]1[O:6][N:5]=[C:4]([C:7]2[CH:8]=[CH:9][CH:10]=[CH:11][CH:12]=2)[C:3]=1[C:13]1[N:14]=[C:15]2[CH:20]=[C:19]([NH:21][C:23](=[O:30])[C:24]3[CH:29]=[CH:28][CH:27]=[N:26][CH:25]=3)[CH:18]=[CH:17][N:16]2[CH:22]=1, predict the reactants needed to synthesize it. The reactants are: [CH3:1][C:2]1[O:6][N:5]=[C:4]([C:7]2[CH:12]=[CH:11][CH:10]=[CH:9][CH:8]=2)[C:3]=1[C:13]1[N:14]=[C:15]2[CH:20]=[C:19]([NH2:21])[CH:18]=[CH:17][N:16]2[CH:22]=1.[C:23](O)(=[O:30])[C:24]1[CH:29]=[CH:28][CH:27]=[N:26][CH:25]=1. (2) Given the product [Cl:1][C:2]1[C:3]([CH3:36])=[CH:4][C:5]([O:6][CH2:7][CH2:8][CH2:9][C:10]2[C:18]3[C:13](=[C:14]([C:19]4[C:20]([CH3:26])=[N:21][N:22]([CH3:25])[C:23]=4[CH3:24])[CH:15]=[CH:16][CH:17]=3)[N:12]([CH2:27][CH2:28][C:29]([NH:46][S:43]([C:38]3[CH:39]=[CH:40][CH:41]=[CH:42][N:37]=3)(=[O:45])=[O:44])=[O:31])[C:11]=2[CH3:32])=[CH:33][C:34]=1[CH3:35], predict the reactants needed to synthesize it. The reactants are: [Cl:1][C:2]1[C:34]([CH3:35])=[CH:33][C:5]([O:6][CH2:7][CH2:8][CH2:9][C:10]2[C:18]3[C:13](=[C:14]([C:19]4[C:20]([CH3:26])=[N:21][N:22]([CH3:25])[C:23]=4[CH3:24])[CH:15]=[CH:16][CH:17]=3)[N:12]([CH2:27][CH2:28][C:29]([OH:31])=O)[C:11]=2[CH3:32])=[CH:4][C:3]=1[CH3:36].[N:37]1[CH:42]=[CH:41][CH:40]=[CH:39][C:38]=1[S:43]([NH2:46])(=[O:45])=[O:44]. (3) Given the product [C:1]([O:5][C:6]([N:8]1[CH2:13][CH2:12][NH:11][CH:10]([C:25]2[CH:26]=[CH:27][C:22]([C:21]([O:20][CH3:19])=[O:29])=[CH:23][CH:24]=2)[CH2:9]1)=[O:7])([CH3:4])([CH3:2])[CH3:3], predict the reactants needed to synthesize it. The reactants are: [C:1]([O:5][C:6]([N:8]1[CH2:13][CH2:12][NH:11][CH2:10][CH2:9]1)=[O:7])([CH3:4])([CH3:3])[CH3:2].N1CCCC1.[CH3:19][O:20][C:21](=[O:29])[C:22]1[CH:27]=[CH:26][CH:25]=[C:24](Br)[CH:23]=1.COC(=O)C1C=CC(Br)=CC=1. (4) Given the product [CH:1]([C:4]1[CH:9]=[CH:8][CH:7]=[C:6]([O:10][CH2:20][O:21][CH3:22])[CH:5]=1)([CH3:3])[CH3:2], predict the reactants needed to synthesize it. The reactants are: [CH:1]([C:4]1[CH:5]=[C:6]([OH:10])[CH:7]=[CH:8][CH:9]=1)([CH3:3])[CH3:2].C(N(C(C)C)CC)(C)C.[CH3:20][O:21][CH2:22]Cl. (5) Given the product [Cl:13][C:9]1[CH:8]=[CH:7][N:6]=[C:5]2[NH:1][CH:2]=[CH:3][C:4]=12, predict the reactants needed to synthesize it. The reactants are: [NH:1]1[C:5]2=[N+:6]([O-])[CH:7]=[CH:8][CH:9]=[C:4]2[CH:3]=[CH:2]1.P(Cl)(Cl)([Cl:13])=O. (6) Given the product [Cl:1][C:2]1[C:11]([C:12](=[CH:24][C:25]([CH3:27])([S:28]([NH2:30])=[O:29])[CH3:26])[CH3:13])=[CH:10][C:9]2[C:4](=[CH:5][C:6]([O:16][CH2:17][C:18]3[CH:23]=[CH:22][CH:21]=[CH:20][N:19]=3)=[C:7]([Cl:15])[CH:8]=2)[N:3]=1, predict the reactants needed to synthesize it. The reactants are: [Cl:1][C:2]1[C:11]([C:12](=O)[CH3:13])=[CH:10][C:9]2[C:4](=[CH:5][C:6]([O:16][CH2:17][C:18]3[CH:23]=[CH:22][CH:21]=[CH:20][N:19]=3)=[C:7]([Cl:15])[CH:8]=2)[N:3]=1.[CH3:24][C:25]([S@:28]([NH2:30])=[O:29])([CH3:27])[CH3:26].C1(C)C=CC=CC=1. (7) Given the product [F:35][C:32]1[CH:31]=[CH:30][C:29]([N:26]2[C:21]3[CH:22]=[C:23]4[C@:18]([CH2:36][O:37][CH3:38])([CH2:19][C:20]=3[CH:28]=[N:27]2)[CH2:17][N:16]([S:13]([C:10]2[CH:9]=[CH:8][C:7]([N:1]3[CH2:5][CH2:4][CH2:3][CH2:2]3)=[CH:12][CH:11]=2)(=[O:15])=[O:14])[CH2:25][CH2:24]4)=[CH:34][CH:33]=1, predict the reactants needed to synthesize it. The reactants are: [NH:1]1[CH2:5][CH2:4][CH2:3][CH2:2]1.Br[C:7]1[CH:12]=[CH:11][C:10]([S:13]([N:16]2[CH2:25][CH2:24][C:23]3[C@:18]([CH2:36][O:37][CH3:38])([CH2:19][C:20]4[CH:28]=[N:27][N:26]([C:29]5[CH:34]=[CH:33][C:32]([F:35])=[CH:31][CH:30]=5)[C:21]=4[CH:22]=3)[CH2:17]2)(=[O:15])=[O:14])=[CH:9][CH:8]=1. (8) Given the product [CH2:1]([C:8]1[NH:12][C:11]([C:13]2[CH:18]=[CH:17][C:16]([C:21]([CH3:24])([CH3:23])[CH3:22])=[CH:15][CH:14]=2)=[N:10][N:9]=1)[C:2]1[CH:7]=[CH:6][CH:5]=[CH:4][CH:3]=1, predict the reactants needed to synthesize it. The reactants are: [CH2:1]([C:8]1[NH:12][C:11]([C:13]2[CH:18]=[CH:17][CH:16]=[CH:15][C:14]=2OC)=[N:10][N:9]=1)[C:2]1[CH:7]=[CH:6][CH:5]=[CH:4][CH:3]=1.[C:21](C1C=CC(C#N)=CC=1)([CH3:24])([CH3:23])[CH3:22]. (9) Given the product [Cl:29][C:21]1[CH:22]=[C:23]([Cl:28])[C:24]([O:26][CH3:27])=[CH:25][C:20]=1[NH:19][C:11]1[C:10]2[C:15](=[CH:16][C:7](/[CH:45]=[CH:44]/[CH2:43][CH2:42][OH:41])=[C:8]([O:30][CH3:31])[CH:9]=2)[N:14]=[CH:13][C:12]=1[C:17]#[N:18], predict the reactants needed to synthesize it. The reactants are: FC(F)(F)S(O[C:7]1[CH:16]=[C:15]2[C:10]([C:11]([NH:19][C:20]3[CH:25]=[C:24]([O:26][CH3:27])[C:23]([Cl:28])=[CH:22][C:21]=3[Cl:29])=[C:12]([C:17]#[N:18])[CH:13]=[N:14]2)=[CH:9][C:8]=1[O:30][CH3:31])(=O)=O.C([Si]([O:41][CH2:42][CH2:43][C:44]#[CH:45])(C)C)(C)(C)C.CC1(C)C(C)(C)OBO1. (10) Given the product [CH3:1][C:2]1[CH:3]=[CH:4][C:5]([CH2:11][C:12](=[O:37])[N:13]2[CH2:14][CH2:15][C:16]3([CH2:17][N:18]([C@H:20]4[C:28]5[C:23](=[CH:24][C:25]([C:29]6[N:30]=[CH:31][CH:32]=[CH:33][N:34]=6)=[CH:26][CH:27]=5)[CH2:22][CH2:21]4)[CH2:19]3)[CH2:35][CH2:36]2)=[C:6]([CH:10]=1)[C:7]([NH2:45])=[O:8], predict the reactants needed to synthesize it. The reactants are: [CH3:1][C:2]1[CH:3]=[CH:4][C:5]([CH2:11][C:12](=[O:37])[N:13]2[CH2:36][CH2:35][C:16]3([CH2:19][N:18]([C@H:20]4[C:28]5[C:23](=[CH:24][C:25]([C:29]6[N:34]=[CH:33][CH:32]=[CH:31][N:30]=6)=[CH:26][CH:27]=5)[CH2:22][CH2:21]4)[CH2:17]3)[CH2:15][CH2:14]2)=[C:6]([CH:10]=1)[C:7](O)=[O:8].F[P-](F)(F)(F)(F)F.[N:45]1(O[P+](N(C)C)(N(C)C)N(C)C)C2C=CC=CC=2N=N1.N.